This data is from Reaction yield outcomes from USPTO patents with 853,638 reactions. The task is: Predict the reaction yield, written as a fraction of the theoretical maximum amount of product (1.0 means a 100% yield; for example, 0.34 means a 34% yield). (1) The reactants are [CH2:1]([N:6]1[C:11]2[CH:12]=[CH:13][CH:14]=[CH:15][C:10]=2[C:9](=O)[O:8]C1=O)[CH2:2][CH2:3][CH2:4][CH3:5].[CH3:18][N:19]([CH3:21])[NH2:20]. The catalyst is C1(C)C=CC=CC=1. The product is [CH3:18][N:19]([CH3:21])[NH:20][C:9](=[O:8])[C:10]1[CH:15]=[CH:14][CH:13]=[CH:12][C:11]=1[NH:6][CH2:1][CH2:2][CH2:3][CH2:4][CH3:5]. The yield is 0.670. (2) The reactants are [N+:1]([CH2:4][C:5]1([OH:15])[CH2:14][CH2:13][C:8]2([O:12][CH2:11][CH2:10][O:9]2)[CH2:7][CH2:6]1)([O-])=O. The catalyst is C(O)C.[OH-].[OH-].[Pd+2]. The product is [NH2:1][CH2:4][C:5]1([OH:15])[CH2:14][CH2:13][C:8]2([O:12][CH2:11][CH2:10][O:9]2)[CH2:7][CH2:6]1. The yield is 0.990. (3) The reactants are Br[C:2]1[CH:3]=[C:4]([CH:8]=[CH:9][CH:10]=1)C(Cl)=O.C(Cl)(=O)C1C=CC=CC=1.Br[C:21]1[CH:39]=[CH:38][C:24]([C:25]([CH2:27][CH2:28][CH2:29][CH2:30][CH2:31][CH2:32][C:33]([O:35]CC)=O)=[O:26])=[CH:23][CH:22]=1.C(CCCCCCC(OCC)=O)(=O)C1C=CC=CC=1.[NH2:59][OH:60].Cl. The catalyst is C(N(CC)CC)C. The product is [OH:60][NH:59][C:33](=[O:35])[CH2:32][CH2:31][CH2:30][CH2:29][CH2:28][CH2:27][C:25]([C:24]1[CH:38]=[C:39]([C:10]2[CH:9]=[CH:8][CH:4]=[CH:3][CH:2]=2)[CH:21]=[CH:22][CH:23]=1)=[O:26]. The yield is 0.350. (4) The reactants are [Cl:1][C:2]1[CH:7]=[C:6]([N+:8]([O-:10])=[O:9])[C:5]([O:11][CH3:12])=[CH:4][C:3]=1[CH2:13][CH2:14][NH:15][CH2:16][C:17]1[CH:22]=[CH:21][C:20]([F:23])=[CH:19][CH:18]=1.C(N(CC)CC)C.[CH3:31][C:32]([O:35][C:36](O[C:36]([O:35][C:32]([CH3:34])([CH3:33])[CH3:31])=[O:37])=[O:37])([CH3:34])[CH3:33]. The catalyst is C(Cl)Cl. The product is [Cl:1][C:2]1[CH:7]=[C:6]([N+:8]([O-:10])=[O:9])[C:5]([O:11][CH3:12])=[CH:4][C:3]=1[CH2:13][CH2:14][N:15]([CH2:16][C:17]1[CH:18]=[CH:19][C:20]([F:23])=[CH:21][CH:22]=1)[C:36](=[O:37])[O:35][C:32]([CH3:34])([CH3:33])[CH3:31]. The yield is 0.930. (5) The reactants are [Br:1][C:2]1[CH:7]=[CH:6][C:5]([C:8]2[N:12]([C:13]3[CH:18]=[C:17]([C:19]#N)[CH:16]=[CH:15][N:14]=3)[N:11]=[CH:10][CH:9]=2)=[CH:4][CH:3]=1.[OH-:21].[Na+].Cl.C[OH:25]. No catalyst specified. The product is [Br:1][C:2]1[CH:7]=[CH:6][C:5]([C:8]2[N:12]([C:13]3[CH:18]=[C:17]([C:19]([OH:25])=[O:21])[CH:16]=[CH:15][N:14]=3)[N:11]=[CH:10][CH:9]=2)=[CH:4][CH:3]=1. The yield is 0.870. (6) The reactants are Cl[C:2]1[C:7]([N+:8]([O-:10])=[O:9])=[CH:6][N:5]=[C:4]2[CH2:11][CH2:12][CH2:13][C:3]=12.[F:14][C:15]([F:31])([F:30])[C@H:16]1[CH2:21][NH:20][CH2:19][C@@H:18]([NH:22][C:23](=[O:29])[O:24][C:25]([CH3:28])([CH3:27])[CH3:26])[CH2:17]1.CCN(C(C)C)C(C)C. The catalyst is C(O)(C)C. The product is [N+:8]([C:7]1[C:2]([N:20]2[CH2:21][CH:16]([C:15]([F:31])([F:30])[F:14])[CH2:17][CH:18]([NH:22][C:23](=[O:29])[O:24][C:25]([CH3:27])([CH3:26])[CH3:28])[CH2:19]2)=[C:3]2[CH2:13][CH2:12][CH2:11][C:4]2=[N:5][CH:6]=1)([O-:10])=[O:9]. The yield is 0.500. (7) The reactants are CO[C:3](=[O:28])[C:4]1[CH:9]=[CH:8][C:7]([O:10][CH2:11][C:12]2[C:13]([C:21]3[CH:26]=[CH:25][C:24]([F:27])=[CH:23][CH:22]=3)=[N:14][O:15][C:16]=2[C:17]([F:20])([F:19])[F:18])=[N:6][CH:5]=1.[CH2:29]([CH2:31][NH2:32])[OH:30]. No catalyst specified. The product is [F:27][C:24]1[CH:25]=[CH:26][C:21]([C:13]2[C:12]([CH2:11][O:10][C:7]3[CH:8]=[CH:9][C:4]([C:3]([NH:32][CH2:31][CH2:29][OH:30])=[O:28])=[CH:5][N:6]=3)=[C:16]([C:17]([F:18])([F:20])[F:19])[O:15][N:14]=2)=[CH:22][CH:23]=1. The yield is 0.180. (8) The reactants are [CH3:1][C:2]1[O:3][C:4]([C:7]2[CH:12]=[CH:11][C:10]([C:13]([F:16])([F:15])[F:14])=[CH:9][CH:8]=2)=[N:5][N:6]=1.C([Li])CCC.[CH3:22][C:23]([CH3:28])([CH3:27])[C@@H:24]1[O:26][CH2:25]1.B(F)(F)F.CCOCC.C(=O)(O)[O-].[Na+]. The catalyst is O1CCCC1. The product is [CH3:22][C:23]([CH3:28])([CH3:27])[C@H:24]([OH:26])[CH2:25][CH2:1][C:2]1[O:3][C:4]([C:7]2[CH:8]=[CH:9][C:10]([C:13]([F:16])([F:14])[F:15])=[CH:11][CH:12]=2)=[N:5][N:6]=1. The yield is 0.130.